Predict the reaction yield, written as a fraction of the theoretical maximum amount of product (1.0 means a 100% yield; for example, 0.34 means a 34% yield). From a dataset of Reaction yield outcomes from USPTO patents with 853,638 reactions. (1) The reactants are C[Si](C)(C)CCOC[N:7]1[C:11]2[N:12]=[CH:13][N:14]=[C:15]([C:16]3[S:20][C:19]([CH:21]([CH2:25][C:26]#[N:27])[CH2:22][C:23]#[N:24])=[N:18][CH:17]=3)[C:10]=2[CH:9]=[CH:8]1.C(O)(C(F)(F)F)=O. The catalyst is C(Cl)Cl. The product is [N:12]1[C:11]2[NH:7][CH:8]=[CH:9][C:10]=2[C:15]([C:16]2[S:20][C:19]([CH:21]([CH2:25][C:26]#[N:27])[CH2:22][C:23]#[N:24])=[N:18][CH:17]=2)=[N:14][CH:13]=1. The yield is 0.620. (2) The reactants are [Br:1][C:2]1[CH:10]=[C:9]2[C:5]([C:6]3[CH2:15][CH2:14][NH:13][CH2:12][C:7]=3[N:8]2[CH3:11])=[CH:4][CH:3]=1.[BH-](OC(C)=O)(OC(C)=O)O[C:18](C)=O.[Na+]. The catalyst is CO.C(Cl)Cl.C=O. The product is [Br:1][C:2]1[CH:10]=[C:9]2[C:5]([C:6]3[CH2:15][CH2:14][N:13]([CH3:18])[CH2:12][C:7]=3[N:8]2[CH3:11])=[CH:4][CH:3]=1. The yield is 0.880.